Dataset: Full USPTO retrosynthesis dataset with 1.9M reactions from patents (1976-2016). Task: Predict the reactants needed to synthesize the given product. (1) Given the product [CH2:21]([O:20][C:17]1[CH:18]=[CH:19][C:14]([N:12]([CH3:13])[C:9]2[CH:8]=[CH:7][C:6]([CH:4]([CH3:5])[CH2:3][OH:2])=[CH:11][CH:10]=2)=[CH:15][CH:16]=1)[C:22]1[CH:23]=[CH:24][CH:25]=[CH:26][CH:27]=1, predict the reactants needed to synthesize it. The reactants are: C[O:2][C:3](=O)[CH:4]([C:6]1[CH:11]=[CH:10][C:9]([N:12]([C:14]2[CH:19]=[CH:18][C:17]([O:20][CH2:21][C:22]3[CH:27]=[CH:26][CH:25]=[CH:24][CH:23]=3)=[CH:16][CH:15]=2)[CH3:13])=[CH:8][CH:7]=1)[CH3:5].[H-].[H-].[H-].[H-].[Li+].[Al+3]. (2) Given the product [CH:1]1([CH2:7][N:8]2[CH2:13][CH2:12][CH2:11][C@H:10]([CH2:14][NH:15][C:16]([C@H:18]3[CH2:22][CH2:21][CH2:20][N:19]3[C:23]([C@@H:25]3[CH2:29][C@@H:28]([O:30][S:54]([CH3:53])(=[O:56])=[O:55])[CH2:27][N:26]3[C:31](=[O:52])[CH2:32][C:33]([C:46]3[CH:47]=[CH:48][CH:49]=[CH:50][CH:51]=3)([C:40]3[CH:41]=[CH:42][CH:43]=[CH:44][CH:45]=3)[C:34]3[CH:39]=[CH:38][CH:37]=[CH:36][CH:35]=3)=[O:24])=[O:17])[CH2:9]2)[CH2:2][CH2:3][CH2:4][CH2:5][CH2:6]1, predict the reactants needed to synthesize it. The reactants are: [CH:1]1([CH2:7][N:8]2[CH2:13][CH2:12][CH2:11][C@H:10]([CH2:14][NH:15][C:16]([C@H:18]3[CH2:22][CH2:21][CH2:20][N:19]3[C:23]([C@@H:25]3[CH2:29][C@@H:28]([OH:30])[CH2:27][N:26]3[C:31](=[O:52])[CH2:32][C:33]([C:46]3[CH:51]=[CH:50][CH:49]=[CH:48][CH:47]=3)([C:40]3[CH:45]=[CH:44][CH:43]=[CH:42][CH:41]=3)[C:34]3[CH:39]=[CH:38][CH:37]=[CH:36][CH:35]=3)=[O:24])=[O:17])[CH2:9]2)[CH2:6][CH2:5][CH2:4][CH2:3][CH2:2]1.[CH3:53][S:54](Cl)(=[O:56])=[O:55]. (3) Given the product [OH:1][CH:2]1[CH:8]2[CH2:9][C:5]([C:10]3[NH:14][C:15]4[C:16](=[O:29])[N:17]([CH2:26][CH2:27][CH3:28])[C:18](=[O:25])[N:19]([CH2:22][CH2:23][CH3:24])[C:20]=4[N:21]=3)([CH2:6][CH2:7]2)[CH2:4][CH2:3]1, predict the reactants needed to synthesize it. The reactants are: [OH:1][CH:2]1[CH:8]2[CH2:9][C:5]([C:10](O)=O)([CH2:6][CH2:7]2)[CH2:4][CH2:3]1.Cl.[NH2:14][C:15]1[C:16](=[O:29])[N:17]([CH2:26][CH2:27][CH3:28])[C:18](=[O:25])[N:19]([CH2:22][CH2:23][CH3:24])[C:20]=1[NH2:21]. (4) Given the product [NH:8]1[CH2:13][CH2:12][CH2:11][C@H:10]([CH2:14][C:15]([O:17][CH2:18][CH3:19])=[O:16])[CH2:9]1, predict the reactants needed to synthesize it. The reactants are: C(OC([N:8]1[CH2:13][CH2:12][CH2:11][C@H:10]([CH2:14][C:15]([O:17][CH2:18][CH3:19])=[O:16])[CH2:9]1)=O)(C)(C)C.FC(F)(F)C(O)=O. (5) Given the product [Cl:1][C:2]1[CH:7]=[C:6]([O:8][CH3:9])[C:5]([I:27])=[CH:4][C:3]=1[F:10], predict the reactants needed to synthesize it. The reactants are: [Cl:1][C:2]1[CH:7]=[C:6]([O:8][CH3:9])[CH:5]=[CH:4][C:3]=1[F:10].CC(O)=O.S(=O)(=O)(O)O.C1C(=O)N([I:27])C(=O)C1. (6) Given the product [C:1]([C:3]1[CH:4]=[C:5]([C:15]2[CH:16]=[C:17]([N+:19]([O-:21])=[O:20])[CH:18]=[CH:13][C:14]=2[O:22][CH3:23])[CH:6]=[CH:7][CH:8]=1)#[N:2], predict the reactants needed to synthesize it. The reactants are: [C:1]([C:3]1[CH:4]=[C:5](B(O)O)[CH:6]=[CH:7][CH:8]=1)#[N:2].Br[C:13]1[CH:18]=[C:17]([N+:19]([O-:21])=[O:20])[CH:16]=[CH:15][C:14]=1[O:22][CH3:23].C(=O)([O-])[O-].[Cs+].[Cs+]. (7) Given the product [O:3]=[C:4]1[CH2:9][NH:8][CH2:7][CH2:6][N:5]1[C:16]1[CH:17]=[CH:18][C:19]([S:22]([NH:25][C:26]2[S:27][CH:28]=[CH:29][N:30]=2)(=[O:24])=[O:23])=[CH:20][CH:21]=1, predict the reactants needed to synthesize it. The reactants are: [OH-].[Na+].[O:3]=[C:4]1[CH2:9][N:8](C(=O)C(F)(F)F)[CH2:7][CH2:6][N:5]1[C:16]1[CH:21]=[CH:20][C:19]([S:22]([NH:25][C:26]2[S:27][CH:28]=[CH:29][N:30]=2)(=[O:24])=[O:23])=[CH:18][CH:17]=1.Cl.